Predict the reactants needed to synthesize the given product. From a dataset of Full USPTO retrosynthesis dataset with 1.9M reactions from patents (1976-2016). (1) Given the product [CH2:13]([N:20]1[CH:24]([CH3:25])[CH2:23][CH:22]([C:27]([O:28][CH3:29])=[O:30])[C:21]1=[O:26])[C:14]1[CH:19]=[CH:18][CH:17]=[CH:16][CH:15]=1, predict the reactants needed to synthesize it. The reactants are: C([Li])CCC.C(NC(C)C)(C)C.[CH2:13]([N:20]1[CH:24]([CH3:25])[CH2:23][CH2:22][C:21]1=[O:26])[C:14]1[CH:19]=[CH:18][CH:17]=[CH:16][CH:15]=1.[C:27](=O)([O:30]C)[O:28][CH3:29]. (2) Given the product [Br:4][C:5]1[CH:10]=[C:9]([O:2][CH3:1])[CH:8]=[C:7]([Br:12])[CH:6]=1, predict the reactants needed to synthesize it. The reactants are: [CH3:1][O-:2].[Na+].[Br:4][C:5]1[CH:10]=[C:9](Br)[CH:8]=[C:7]([Br:12])[CH:6]=1. (3) Given the product [C:22]([O:26][C:27]([N:6]1[CH2:7][C@H:3]([OH:2])[CH2:4][C@H:5]1[C:8]([O:10][CH3:11])=[O:9])=[O:28])([CH3:25])([CH3:24])[CH3:23], predict the reactants needed to synthesize it. The reactants are: Cl.[OH:2][C@H:3]1[CH2:7][NH:6][C@H:5]([C:8]([O:10][CH3:11])=[O:9])[CH2:4]1.C(Cl)Cl.C(N(CC)CC)C.[C:22]([O:26][C:27](O[C:27]([O:26][C:22]([CH3:25])([CH3:24])[CH3:23])=[O:28])=[O:28])([CH3:25])([CH3:24])[CH3:23]. (4) The reactants are: [CH:1]1[CH2:5][CH:4]=[CH:3][CH:2]=1.C([Li])CCC.[CH2:11]([C:18]([CH2:20][C:21]1[CH:26]=[CH:25][CH:24]=[CH:23][CH:22]=1)=O)[C:12]1[CH:17]=[CH:16][CH:15]=[CH:14][CH:13]=1.[Cl-].[NH4+]. Given the product [CH2:20]([C:18]([CH2:11][C:12]1[CH:17]=[CH:16][CH:15]=[CH:14][CH:13]=1)=[C:2]1[CH:1]=[CH:5][CH:4]=[CH:3]1)[C:21]1[CH:26]=[CH:25][CH:24]=[CH:23][CH:22]=1, predict the reactants needed to synthesize it. (5) Given the product [ClH:11].[CH2:3]([N:28]1[C:27]2=[C:22]([N:13]3[CH2:14][CH2:15][C:16]4[C:21](=[CH:20][CH:19]=[CH:18][CH:17]=4)[CH2:12]3)[N:23]=[CH:24][CH:25]=[C:26]2[C:30]([CH3:31])=[C:29]1[CH3:32])[C:4]1[CH:9]=[CH:8][CH:7]=[CH:6][CH:5]=1, predict the reactants needed to synthesize it. The reactants are: [H-].[Na+].[CH2:3](Br)[C:4]1[CH:9]=[CH:8][CH:7]=[CH:6][CH:5]=1.[ClH:11].[CH2:12]1[C:21]2[C:16](=[CH:17][CH:18]=[CH:19][CH:20]=2)[CH2:15][CH2:14][N:13]1[C:22]1[N:23]=[CH:24][CH:25]=[C:26]2[C:30]([CH3:31])=[C:29]([CH3:32])[NH:28][C:27]=12. (6) Given the product [CH2:1]([O:8][C:9]([NH:11][C:12]([C:13]([O:15][CH2:16][CH3:17])=[O:14])([CH2:23][CH2:24][CH:25]=[CH2:26])[C:18]([OH:20])=[O:19])=[O:10])[C:2]1[CH:3]=[CH:4][CH:5]=[CH:6][CH:7]=1, predict the reactants needed to synthesize it. The reactants are: [CH2:1]([O:8][C:9]([NH:11][C:12]([CH2:23][CH2:24][CH:25]=[CH2:26])([C:18]([O:20]CC)=[O:19])[C:13]([O:15][CH2:16][CH3:17])=[O:14])=[O:10])[C:2]1[CH:7]=[CH:6][CH:5]=[CH:4][CH:3]=1.[OH-].[K+].CC(O)=O. (7) Given the product [F:1][C:2]1[C:7]([S:8]([O-:16])(=[O:10])=[O:9])=[C:6]([F:12])[C:5]([F:13])=[C:4]([F:14])[C:3]=1[F:15].[CH3:17][N+:18]([CH3:21])([CH3:20])[CH3:19], predict the reactants needed to synthesize it. The reactants are: [F:1][C:2]1[C:7]([S:8](Cl)(=[O:10])=[O:9])=[C:6]([F:12])[C:5]([F:13])=[C:4]([F:14])[C:3]=1[F:15].[OH-:16].[CH3:17][N+:18]([CH3:21])([CH3:20])[CH3:19]. (8) Given the product [Br:21][CH2:11][C:9]1[C:8]([O:12][CH3:13])=[CH:7][C:4]([C:5]#[N:6])=[C:3]([O:2][CH3:1])[CH:10]=1, predict the reactants needed to synthesize it. The reactants are: [CH3:1][O:2][C:3]1[CH:10]=[C:9]([CH3:11])[C:8]([O:12][CH3:13])=[CH:7][C:4]=1[C:5]#[N:6].C1C(=O)N([Br:21])C(=O)C1.